Dataset: Forward reaction prediction with 1.9M reactions from USPTO patents (1976-2016). Task: Predict the product of the given reaction. (1) Given the reactants Cl[C:2]1[CH:3]=[C:4]([NH:10][C:11]2[CH:16]=[CH:15][C:14]([C:17]([N:19]3[CH2:24][CH2:23][O:22][CH2:21][C@H:20]3[CH3:25])=[O:18])=[CH:13][N:12]=2)[C:5](=[O:9])[N:6]([CH3:8])[N:7]=1.[C:26]([O:29][CH2:30][C:31]1[C:32]([N:46]2[CH2:57][CH2:56][N:55]3[C:48](=[CH:49][C:50]4[CH2:51][C:52]([CH3:59])([CH3:58])[CH2:53][C:54]=43)[C:47]2=[O:60])=[N:33][CH:34]=[CH:35][C:36]=1B1OC(C)(C)C(C)(C)O1)(=[O:28])[CH3:27].[O-]P([O-])([O-])=O.[K+].[K+].[K+].C([O-])(=O)C.[Na+], predict the reaction product. The product is: [C:26]([O:29][CH2:30][C:31]1[C:32]([N:46]2[CH2:57][CH2:56][N:55]3[C:48](=[CH:49][C:50]4[CH2:51][C:52]([CH3:59])([CH3:58])[CH2:53][C:54]=43)[C:47]2=[O:60])=[N:33][CH:34]=[CH:35][C:36]=1[C:2]1[CH:3]=[C:4]([NH:10][C:11]2[CH:16]=[CH:15][C:14]([C:17]([N:19]3[CH2:24][CH2:23][O:22][CH2:21][C@H:20]3[CH3:25])=[O:18])=[CH:13][N:12]=2)[C:5](=[O:9])[N:6]([CH3:8])[N:7]=1)(=[O:28])[CH3:27]. (2) Given the reactants ClC1[CH:3]=[C:4]([CH:9]=[C:10](Cl)[N:11]=1)[C:5](OC)=O.[CH3:13]NS(C)(=O)=O.Cl[C:20]1[CH:21]=[C:22]([CH:26]=[C:27]([N:29]([CH3:34])[S:30]([CH3:33])(=[O:32])=[O:31])[N:28]=1)[C:23]([OH:25])=[O:24], predict the reaction product. The product is: [CH3:5][C@H:4]1[CH2:3][CH:9]1[C@H:10]([NH:11][C:20]1[CH:21]=[C:22]([CH:26]=[C:27]([N:29]([CH3:34])[S:30]([CH3:33])(=[O:32])=[O:31])[N:28]=1)[C:23]([OH:25])=[O:24])[CH3:13]. (3) Given the reactants [CH3:1][O:2][C:3]1[CH:8]=[CH:7][C:6]([N:9]([CH3:17])[CH2:10][CH:11]2[CH2:16][CH2:15][O:14][CH2:13][CH2:12]2)=[CH:5][C:4]=1[NH2:18].[C:19]([N:27]=[C:28]=[S:29])(=[O:26])[C:20]1[CH:25]=[CH:24][CH:23]=[CH:22][CH:21]=1, predict the reaction product. The product is: [C:19]([NH:27][C:28]([NH:18][C:4]1[CH:5]=[C:6]([N:9]([CH3:17])[CH2:10][CH:11]2[CH2:12][CH2:13][O:14][CH2:15][CH2:16]2)[CH:7]=[CH:8][C:3]=1[O:2][CH3:1])=[S:29])(=[O:26])[C:20]1[CH:25]=[CH:24][CH:23]=[CH:22][CH:21]=1.